Dataset: Full USPTO retrosynthesis dataset with 1.9M reactions from patents (1976-2016). Task: Predict the reactants needed to synthesize the given product. (1) Given the product [O:1]1[C:5]2[CH:6]=[CH:7][CH:8]=[CH:9][C:4]=2[CH:3]=[C:2]1[C:10]([NH:12][C:13]1([C:19]([NH:21][CH:22]2[CH2:27][CH2:26][N:25]([C:28]3[CH:33]=[CH:32][CH:31]=[CH:30][C:29]=3[NH:34][C:35]([O:37][CH2:38][CH3:39])=[O:36])[CH2:24][C:23]2=[O:40])=[O:20])[CH2:18][CH2:17][CH2:16][CH2:15][CH2:14]1)=[O:11], predict the reactants needed to synthesize it. The reactants are: [O:1]1[C:5]2[CH:6]=[CH:7][CH:8]=[CH:9][C:4]=2[CH:3]=[C:2]1[C:10]([NH:12][C:13]1([C:19]([NH:21][CH:22]2[CH2:27][CH2:26][N:25]([C:28]3[CH:33]=[CH:32][CH:31]=[CH:30][C:29]=3[NH:34][C:35]([O:37][CH2:38][CH3:39])=[O:36])[CH2:24][CH:23]2[OH:40])=[O:20])[CH2:18][CH2:17][CH2:16][CH2:15][CH2:14]1)=[O:11].C(N(CC)CC)C. (2) Given the product [S:21]1[C:25]2[CH:26]=[CH:27][CH:28]=[CH:29][C:24]=2[N:23]=[C:22]1[NH:30][C:18]([C:11]1[CH:12]=[CH:13][CH:14]=[C:15]2[C:10]=1[CH2:9][N:8]([C:6]([O:5][C:1]([CH3:4])([CH3:3])[CH3:2])=[O:7])[CH2:17][CH2:16]2)=[O:19], predict the reactants needed to synthesize it. The reactants are: [C:1]([O:5][C:6]([N:8]1[CH2:17][CH2:16][C:15]2[C:10](=[C:11]([C:18](O)=[O:19])[CH:12]=[CH:13][CH:14]=2)[CH2:9]1)=[O:7])([CH3:4])([CH3:3])[CH3:2].[S:21]1[C:25]2[CH:26]=[CH:27][CH:28]=[CH:29][C:24]=2[N:23]=[C:22]1[NH2:30].CCN=C=NCCCN(C)C. (3) Given the product [C:1]([C:3]1[CH:30]=[CH:29][C:6]([CH2:7][NH:8][C:9](=[O:10])[CH:11]([C:12]2[C:13]([C:33]#[C:32][CH2:31][O:34][CH:35]3[CH2:40][CH2:39][CH2:38][CH2:37][O:36]3)=[CH:14][CH:15]=[CH:16][C:17]=2[F:18])[O:27][CH3:28])=[CH:5][CH:4]=1)#[N:2], predict the reactants needed to synthesize it. The reactants are: [C:1]([C:3]1[CH:30]=[CH:29][C:6]([CH2:7][NH:8][C:9]([CH:11]([O:27][CH3:28])[C:12]2[C:17]([F:18])=[CH:16][CH:15]=[CH:14][C:13]=2OS(C(F)(F)F)(=O)=O)=[O:10])=[CH:5][CH:4]=1)#[N:2].[CH2:31]([O:34][CH:35]1[CH2:40][CH2:39][CH2:38][CH2:37][O:36]1)[C:32]#[CH:33].